From a dataset of Forward reaction prediction with 1.9M reactions from USPTO patents (1976-2016). Predict the product of the given reaction. Given the reactants [CH2:1]([O:8][C:9]([NH:11][N:12]([C@@H:23]([C:27]([CH3:30])([CH3:29])[CH3:28])[CH2:24][CH:25]=[CH2:26])C(=O)C1C=C(C)C=C(C)C=1)=[O:10])[C:2]1[CH:7]=[CH:6][CH:5]=[CH:4][CH:3]=1.C([Si@]1(Cl)N(C)[C@@H](C)C(C2C=CC=CC=2)O1)C=C, predict the reaction product. The product is: [CH2:1]([O:8][C:9]([NH:11][NH:12][C@@H:23]([C:27]([CH3:30])([CH3:29])[CH3:28])[CH2:24][CH:25]=[CH2:26])=[O:10])[C:2]1[CH:7]=[CH:6][CH:5]=[CH:4][CH:3]=1.